Predict the product of the given reaction. From a dataset of Forward reaction prediction with 1.9M reactions from USPTO patents (1976-2016). (1) Given the reactants [F:1][CH:2]([F:11])[O:3][C:4]1[CH:10]=[CH:9][CH:8]=[CH:7][C:5]=1[NH2:6].[N:12]([O-])=O.[Na+].C([O-])(=O)C.[Na+].[C:21]([CH2:24][C:25](=[O:27])[CH3:26])(=[O:23])[CH3:22], predict the reaction product. The product is: [F:1][CH:2]([F:11])[O:3][C:4]1[CH:10]=[CH:9][CH:8]=[CH:7][C:5]=1[NH:6][N:12]=[C:24]([C:25](=[O:27])[CH3:26])[C:21](=[O:23])[CH3:22]. (2) Given the reactants [CH3:1][C:2]([C:7]1[S:8][C:9]([C:12]2[CH:17]=[C:16]([NH:18][C:19]3[N:24]=[C:23]([C:25]([F:28])([F:27])[F:26])[CH:22]=[CH:21][N:20]=3)[CH:15]=[C:14]([CH3:29])[CH:13]=2)=[CH:10][N:11]=1)([CH3:6])[C:3]([OH:5])=O.C1C=CC2N(O)N=NC=2C=1.C(Cl)CCl.[CH:44]([NH:46][NH2:47])=[O:45].CCN(C(C)C)C(C)C, predict the reaction product. The product is: [CH:44]([N:46]([C:3](=[O:5])[C:2]([CH3:1])([C:7]1[S:8][C:9]([C:12]2[CH:17]=[C:16]([NH:18][C:19]3[N:24]=[C:23]([C:25]([F:28])([F:26])[F:27])[CH:22]=[CH:21][N:20]=3)[CH:15]=[C:14]([CH3:29])[CH:13]=2)=[CH:10][N:11]=1)[CH3:6])[NH2:47])=[O:45]. (3) Given the reactants [OH-:1].[Na+].[C:3]([O:7][C:8]([NH:10][CH:11]([CH2:15][S:16][CH2:17][CH:18]1[CH2:20][CH2:19]1)[C:12]([OH:14])=[O:13])=[O:9])([CH3:6])([CH3:5])[CH3:4].OOS([O-])=O.[K+].C(=O)(O)[O-].[Na+].[OH2:32], predict the reaction product. The product is: [C:3]([O:7][C:8]([NH:10][C@@H:11]([CH2:15][S:16]([CH2:17][CH:18]1[CH2:19][CH2:20]1)(=[O:32])=[O:1])[C:12]([OH:14])=[O:13])=[O:9])([CH3:6])([CH3:4])[CH3:5]. (4) Given the reactants CC(C[AlH]CC(C)C)C.[C:10]([NH:18][C:19]1([CH2:23][C:24](OCC)=O)[CH2:22][CH2:21][CH2:20]1)(=[O:17])[C:11]1[CH:16]=[CH:15][CH:14]=[CH:13][CH:12]=1.C[OH:30].[NH4+].[Cl-], predict the reaction product. The product is: [C:10]([NH:18][C:19]1([C:23](=[O:30])[CH3:24])[CH2:22][CH2:21][CH2:20]1)(=[O:17])[C:11]1[CH:16]=[CH:15][CH:14]=[CH:13][CH:12]=1. (5) Given the reactants [NH2:1][CH2:2][CH2:3][CH2:4][CH2:5][CH2:6][CH2:7][N:8]([CH3:67])[C@H:9]([C:13]([NH:15][C@H:16]([C:20]([N:22]([C@@H:24]([C@@H:63]([CH3:66])[CH2:64][CH3:65])[C@H:25]([O:61][CH3:62])[CH2:26][C:27]([N:29]1[CH2:33][CH2:32][CH2:31][C@H:30]1[C@H:34]([O:59][CH3:60])[C@@H:35]([CH3:58])[C:36](=[O:57])[NH:37][C@H:38]([C:46]1[O:47][C:48]([C:51]2[CH:56]=[CH:55][CH:54]=[CH:53][CH:52]=2)=[N:49][N:50]=1)[CH2:39][C:40]1[CH:45]=[CH:44][CH:43]=[CH:42][CH:41]=1)=[O:28])[CH3:23])=[O:21])[CH:17]([CH3:19])[CH3:18])=[O:14])[CH:10]([CH3:12])[CH3:11].C(=O)([O-])O.[Na+].[O:73]=[C:74]1[CH:78]=[CH:77][C:76](=[O:79])N1C(OC)=O.FC(F)(F)C(O)=O, predict the reaction product. The product is: [O:73]=[C:74]1[CH:78]=[CH:77][C:76](=[O:79])[N:1]1[CH2:2][CH2:3][CH2:4][CH2:5][CH2:6][CH2:7][N:8]([CH3:67])[C@H:9]([C:13]([NH:15][C@H:16]([C:20]([N:22]([C@@H:24]([C@@H:63]([CH3:66])[CH2:64][CH3:65])[C@H:25]([O:61][CH3:62])[CH2:26][C:27]([N:29]1[CH2:33][CH2:32][CH2:31][C@H:30]1[C@H:34]([O:59][CH3:60])[C@@H:35]([CH3:58])[C:36](=[O:57])[NH:37][C@H:38]([C:46]1[O:47][C:48]([C:51]2[CH:56]=[CH:55][CH:54]=[CH:53][CH:52]=2)=[N:49][N:50]=1)[CH2:39][C:40]1[CH:45]=[CH:44][CH:43]=[CH:42][CH:41]=1)=[O:28])[CH3:23])=[O:21])[CH:17]([CH3:19])[CH3:18])=[O:14])[CH:10]([CH3:11])[CH3:12].